From a dataset of Catalyst prediction with 721,799 reactions and 888 catalyst types from USPTO. Predict which catalyst facilitates the given reaction. (1) Reactant: [CH3:1][C:2]1[CH:7]=[CH:6][C:5]([N+:8]([O-])=O)=[CH:4][C:3]=1[C:11]1[C:16]2[CH:17]=[CH:18][S:19][C:15]=2[CH:14]=[CH:13][N:12]=1.O.O.[Sn](Cl)Cl.[Na]. Product: [CH3:1][C:2]1[CH:7]=[CH:6][C:5]([NH2:8])=[CH:4][C:3]=1[C:11]1[C:16]2[CH:17]=[CH:18][S:19][C:15]=2[CH:14]=[CH:13][N:12]=1. The catalyst class is: 8. (2) Reactant: [Br:1][C:2]1[CH:7]=[CH:6][N:5]=[C:4]([CH2:8]O)[CH:3]=1.S(Cl)([Cl:12])=O. Product: [ClH:12].[Br:1][C:2]1[CH:7]=[CH:6][N:5]=[C:4]([CH2:8][Cl:12])[CH:3]=1. The catalyst class is: 27.